The task is: Predict the reactants needed to synthesize the given product.. This data is from Full USPTO retrosynthesis dataset with 1.9M reactions from patents (1976-2016). (1) The reactants are: Cl[C:2]1[N:12]=[CH:11][CH:10]=[CH:9][C:3]=1[C:4]([O:6][CH2:7][CH3:8])=[O:5].[C:13]1([C:19]2[N:20]=[CH:21][NH:22][CH:23]=2)[CH:18]=[CH:17][CH:16]=[CH:15][CH:14]=1.C([O-])([O-])=O.[K+].[K+]. Given the product [C:13]1([C:19]2[N:20]=[CH:21][N:22]([C:2]3[C:3]([C:4]([O:6][CH2:7][CH3:8])=[O:5])=[CH:9][CH:10]=[CH:11][N:12]=3)[CH:23]=2)[CH:14]=[CH:15][CH:16]=[CH:17][CH:18]=1, predict the reactants needed to synthesize it. (2) Given the product [F:1][C:2]1[C:3]([C:33]2[CH:34]=[CH:35][CH:36]=[CH:37][C:32]=2[O:31][CH3:30])=[CH:4][C:5]([C:8]2[CH:9]=[CH:10][N:11]=[C:12]3[C:17]=2[CH:16]=[CH:15][C:14]([C:18]([F:20])([F:21])[F:19])=[N:13]3)=[CH:6][CH:7]=1, predict the reactants needed to synthesize it. The reactants are: [F:1][C:2]1[CH:7]=[CH:6][C:5]([C:8]2[C:17]3[C:12](=[N:13][C:14]([C:18]([F:21])([F:20])[F:19])=[CH:15][CH:16]=3)[N:11]=[CH:10][CH:9]=2)=[CH:4][C:3]=1OS(C(F)(F)F)(=O)=O.[CH3:30][O:31][C:32]1[CH:37]=[CH:36][CH:35]=[CH:34][C:33]=1B(O)O. (3) Given the product [C:36]([O:35][C:33]([N:29]1[CH2:28][C:27]([CH3:31])([N:26]2[C:13]3[C:14](=[CH:15][C:16]4[O:17][CH2:18][C:19]5[N:10]([C:11]=4[CH:12]=3)[CH:9]([CH3:8])[C:22](=[O:23])[NH:21][N:20]=5)[CH2:24][CH2:25]2)[CH2:30]1)=[O:32])([CH3:39])([CH3:38])[CH3:37], predict the reactants needed to synthesize it. The reactants are: FC(F)(F)C(O)=O.[CH3:8][CH:9]1[C:22](=[O:23])[NH:21][N:20]=[C:19]2[N:10]1[C:11]1[CH:12]=[C:13]3[N:26]([C:27]4([CH3:31])[CH2:30][NH:29][CH2:28]4)[CH2:25][CH2:24][C:14]3=[CH:15][C:16]=1[O:17][CH2:18]2.[O:32](C(OC(C)(C)C)=O)[C:33]([O:35][C:36]([CH3:39])([CH3:38])[CH3:37])=O.O. (4) Given the product [CH2:1]([O:3][C:4]([C:6]1[N:7]([C:17]2[CH:22]=[CH:21][C:20]([O:23][CH:24]([CH3:26])[CH3:25])=[CH:19][CH:18]=2)[C:8]2[C:13]([C:14]=1[Cl:15])=[CH:12][C:11]([B:34]([OH:38])[OH:35])=[CH:10][CH:9]=2)=[O:5])[CH3:2], predict the reactants needed to synthesize it. The reactants are: [CH2:1]([O:3][C:4]([C:6]1[N:7]([C:17]2[CH:22]=[CH:21][C:20]([O:23][CH:24]([CH3:26])[CH3:25])=[CH:19][CH:18]=2)[C:8]2[C:13]([C:14]=1[Cl:15])=[CH:12][C:11](I)=[CH:10][CH:9]=2)=[O:5])[CH3:2].C([Mg]Cl)(C)C.[Li+].[Cl-].[B:34](OCC)([O:38]CC)[O:35]CC.Cl. (5) Given the product [NH2:8][C:7]1[C:6]([CH3:11])=[CH:5][C:4]([CH2:12][C:13]([O:15][C:16]([CH3:18])([CH3:17])[CH3:19])=[O:14])=[CH:3][C:2]=1[OH:1], predict the reactants needed to synthesize it. The reactants are: [OH:1][C:2]1[CH:3]=[C:4]([CH2:12][C:13]([O:15][C:16]([CH3:19])([CH3:18])[CH3:17])=[O:14])[CH:5]=[C:6]([CH3:11])[C:7]=1[N+:8]([O-])=O. (6) Given the product [F:1][C:2]1[CH:3]=[C:4]([NH:9][C:10](=[O:22])[CH2:11][C:12]([NH:14][C:15]2[CH:20]=[CH:19][C:18]([F:21])=[CH:17][CH:16]=2)=[O:13])[CH:5]=[CH:6][C:7]=1[O:8][C:24]1[C:25]2[S:32][CH:31]=[CH:30][C:26]=2[N:27]=[CH:28][N:29]=1, predict the reactants needed to synthesize it. The reactants are: [F:1][C:2]1[CH:3]=[C:4]([NH:9][C:10](=[O:22])[CH2:11][C:12]([NH:14][C:15]2[CH:20]=[CH:19][C:18]([F:21])=[CH:17][CH:16]=2)=[O:13])[CH:5]=[CH:6][C:7]=1[OH:8].Cl[C:24]1[C:25]2[S:32][CH:31]=[CH:30][C:26]=2[N:27]=[CH:28][N:29]=1.C(=O)([O-])[O-].[Cs+].[Cs+].CC(C)(C(=O)CC(=O)C(C)(C)C)C. (7) Given the product [Cl:1][C:2]1[CH:3]=[C:4]2[C:8](=[CH:9][CH:10]=1)[NH:7][CH:6]=[C:5]2[CH2:11][CH2:12][NH:13][C:14]([C:15]1[CH:20]=[CH:19][C:18]([C:29]2[CH:28]=[CH:27][CH:26]=[C:25]([C:23]#[N:24])[CH:30]=2)=[CH:17][CH:16]=1)=[O:22], predict the reactants needed to synthesize it. The reactants are: [Cl:1][C:2]1[CH:3]=[C:4]2[C:8](=[CH:9][CH:10]=1)[NH:7][CH:6]=[C:5]2[CH2:11][CH2:12][NH:13][C:14](=[O:22])[C:15]1[CH:20]=[CH:19][C:18](I)=[CH:17][CH:16]=1.[C:23]([C:25]1[CH:26]=[C:27](B(O)O)[CH:28]=[CH:29][CH:30]=1)#[N:24].C(=O)([O-])[O-].[Na+].[Na+]. (8) Given the product [CH2:39]([O:41][C:42](=[O:75])[CH2:43][O:46][C:47]1[CH:52]=[CH:51][C:50]([O:53][CH2:54][CH2:55][C:56]2[N:57]=[C:58]([C:62]3[CH:67]=[CH:66][CH:65]=[CH:64][CH:63]=3)[O:59][C:60]=2[CH3:61])=[C:49]([CH2:68][CH:69]([CH3:74])[CH3:70])[CH:48]=1)[CH3:40], predict the reactants needed to synthesize it. The reactants are: C(OC(=O)C(C)(OC1C=CC(OCCC2N=C(C3C=CC=CC=3)OC=2C)=C(CCC2C=CC=CC=2)C=1)C)C.[CH2:39]([O:41][C:42](=[O:75])[C:43]([O:46][C:47]1[CH:52]=[CH:51][C:50]([O:53][CH2:54][CH2:55][C:56]2[N:57]=[C:58]([C:62]3[CH:67]=[CH:66][CH:65]=[CH:64][CH:63]=3)[O:59][C:60]=2[CH3:61])=[C:49]([CH2:68][CH:69]2[CH2:74]CCC[CH2:70]2)[CH:48]=1)(C)C)[CH3:40].